This data is from Reaction yield outcomes from USPTO patents with 853,638 reactions. The task is: Predict the reaction yield, written as a fraction of the theoretical maximum amount of product (1.0 means a 100% yield; for example, 0.34 means a 34% yield). (1) The reactants are [C:1]([O:5][C:6](=[O:35])[NH:7][C:8]1([C:12]2[CH:17]=[CH:16][C:15]([C:18]3[C:27]([C:28]4[CH:33]=[CH:32][CH:31]=[CH:30][CH:29]=4)=[CH:26][C:25]4[C:24](=O)[CH2:23][CH2:22][CH2:21][C:20]=4[N:19]=3)=[CH:14][CH:13]=2)[CH2:11][CH2:10][CH2:9]1)([CH3:4])([CH3:3])[CH3:2].Cl.[CH3:37][O:38][NH2:39].N1C=CC=CC=1. The catalyst is C(O)C. The product is [C:1]([O:5][C:6](=[O:35])[NH:7][C:8]1([C:12]2[CH:17]=[CH:16][C:15]([C:18]3[C:27]([C:28]4[CH:29]=[CH:30][CH:31]=[CH:32][CH:33]=4)=[CH:26][C:25]4[C:24](=[N:39][O:38][CH3:37])[CH2:23][CH2:22][CH2:21][C:20]=4[N:19]=3)=[CH:14][CH:13]=2)[CH2:9][CH2:10][CH2:11]1)([CH3:4])([CH3:2])[CH3:3]. The yield is 0.460. (2) The reactants are [CH:1]1([CH:6]([O:26][CH3:27])[C:7]2[CH:21]=[CH:20][C:19]([C:22]([F:25])([F:24])[F:23])=[CH:18][C:8]=2[CH2:9][O:10][Si](C(C)(C)C)(C)C)[CH2:5][CH2:4][CH2:3][CH2:2]1.CCCC[N+](CCCC)(CCCC)CCCC.[F-]. The catalyst is C1COCC1. The product is [CH:1]1([CH:6]([O:26][CH3:27])[C:7]2[CH:21]=[CH:20][C:19]([C:22]([F:25])([F:24])[F:23])=[CH:18][C:8]=2[CH2:9][OH:10])[CH2:5][CH2:4][CH2:3][CH2:2]1. The yield is 0.810. (3) The reactants are [C-:1]#[N:2].[Na+].CS([C:8]1[N:13]=[C:12]([CH2:14][CH2:15][CH3:16])[CH:11]=[C:10]([Sn:17]([CH3:20])([CH3:19])[CH3:18])[N:9]=1)(=O)=O. The catalyst is CS(C)=O. The product is [CH2:14]([C:12]1[CH:11]=[C:10]([Sn:17]([CH3:20])([CH3:19])[CH3:18])[N:9]=[C:8]([C:1]#[N:2])[N:13]=1)[CH2:15][CH3:16]. The yield is 0.760. (4) The reactants are Br[C:2]1[C:3]([CH3:17])=[C:4]([O:13][CH:14]([CH3:16])[CH3:15])[C:5]2[O:9][CH:8]([CH3:10])[CH2:7][C:6]=2[C:11]=1[CH3:12].[CH3:18][O:19][C:20]1[CH:25]=[CH:24][C:23]([N:26]2[CH2:31][CH2:30][NH:29][CH2:28][CH2:27]2)=[CH:22][CH:21]=1. No catalyst specified. The product is [CH3:18][O:19][C:20]1[CH:21]=[CH:22][C:23]([N:26]2[CH2:31][CH2:30][N:29]([C:2]3[C:3]([CH3:17])=[C:4]([O:13][CH:14]([CH3:16])[CH3:15])[C:5]4[O:9][CH:8]([CH3:10])[CH2:7][C:6]=4[C:11]=3[CH3:12])[CH2:28][CH2:27]2)=[CH:24][CH:25]=1. The yield is 0.340. (5) The reactants are [CH3:1][O:2][C:3]([C@:5]1([NH:15][S:16]([C:19]2[S:23][C:22]([NH2:24])=[N:21][CH:20]=2)(=[O:18])=[O:17])[CH2:7][C@:6]1([CH3:14])[C:8]1[CH:13]=[CH:12][CH:11]=[CH:10][CH:9]=1)=[O:4].[Br:25][CH2:26][C:27]([CH2:29]Br)=O. The catalyst is C(OCC)(=O)C. The product is [CH3:1][O:2][C:3]([C@:5]1([NH:15][S:16]([C:19]2[S:23][C:22]3=[N:24][C:27]([CH2:26][Br:25])=[CH:29][N:21]3[CH:20]=2)(=[O:18])=[O:17])[CH2:7][C@:6]1([CH3:14])[C:8]1[CH:9]=[CH:10][CH:11]=[CH:12][CH:13]=1)=[O:4]. The yield is 0.240. (6) The reactants are [N+:1]([C:4]1[CH:5]=[C:6](/[C:10](/[CH3:17])=[CH:11]/[C:12](OCC)=[O:13])[CH:7]=[CH:8][CH:9]=1)([O-:3])=[O:2].[H-].C([Al+]CC(C)C)C(C)C.O.C(=O)([O-])O.[Na+]. The catalyst is C1(C)C=CC=CC=1.C(OCC)(=O)C. The product is [N+:1]([C:4]1[CH:5]=[C:6](/[C:10](/[CH3:17])=[CH:11]/[CH2:12][OH:13])[CH:7]=[CH:8][CH:9]=1)([O-:3])=[O:2]. The yield is 0.970. (7) The reactants are [NH2:1][C:2]1[CH:3]=[CH:4][C:5]([Cl:27])=[C:6]([C:8]2[C:23](=[O:24])[N:22]([O:25][CH3:26])[C:11]3[N:12]=[C:13]([NH:16][CH2:17][CH2:18][N:19]([CH3:21])[CH3:20])[N:14]=[CH:15][C:10]=3[CH:9]=2)[CH:7]=1.C(N(CC)CC)C.CN(C(ON1N=NC2C=CC=NC1=2)=[N+](C)C)C.F[P-](F)(F)(F)(F)F.[Cl:59][C:60]1[CH:68]=[CH:67][C:63]([C:64](O)=[O:65])=[CH:62][C:61]=1[C:69]([F:72])([F:71])[F:70]. The catalyst is CN(C=O)C. The product is [Cl:59][C:60]1[CH:68]=[CH:67][C:63]([C:64]([NH:1][C:2]2[CH:3]=[CH:4][C:5]([Cl:27])=[C:6]([C:8]3[C:23](=[O:24])[N:22]([O:25][CH3:26])[C:11]4[N:12]=[C:13]([NH:16][CH2:17][CH2:18][N:19]([CH3:21])[CH3:20])[N:14]=[CH:15][C:10]=4[CH:9]=3)[CH:7]=2)=[O:65])=[CH:62][C:61]=1[C:69]([F:70])([F:71])[F:72]. The yield is 0.700.